Dataset: NCI-60 drug combinations with 297,098 pairs across 59 cell lines. Task: Regression. Given two drug SMILES strings and cell line genomic features, predict the synergy score measuring deviation from expected non-interaction effect. (1) Drug 1: CC1OCC2C(O1)C(C(C(O2)OC3C4COC(=O)C4C(C5=CC6=C(C=C35)OCO6)C7=CC(=C(C(=C7)OC)O)OC)O)O. Drug 2: CN1C2=C(C=C(C=C2)N(CCCl)CCCl)N=C1CCCC(=O)O.Cl. Cell line: DU-145. Synergy scores: CSS=14.2, Synergy_ZIP=2.46, Synergy_Bliss=4.61, Synergy_Loewe=-27.8, Synergy_HSA=2.17. (2) Drug 1: CC1C(C(CC(O1)OC2CC(OC(C2O)C)OC3=CC4=CC5=C(C(=O)C(C(C5)C(C(=O)C(C(C)O)O)OC)OC6CC(C(C(O6)C)O)OC7CC(C(C(O7)C)O)OC8CC(C(C(O8)C)O)(C)O)C(=C4C(=C3C)O)O)O)O. Drug 2: CC1CCC2CC(C(=CC=CC=CC(CC(C(=O)C(C(C(=CC(C(=O)CC(OC(=O)C3CCCCN3C(=O)C(=O)C1(O2)O)C(C)CC4CCC(C(C4)OC)O)C)C)O)OC)C)C)C)OC. Cell line: RPMI-8226. Synergy scores: CSS=27.9, Synergy_ZIP=2.64, Synergy_Bliss=3.14, Synergy_Loewe=1.95, Synergy_HSA=1.68. (3) Drug 1: C1CCN(CC1)CCOC2=CC=C(C=C2)C(=O)C3=C(SC4=C3C=CC(=C4)O)C5=CC=C(C=C5)O. Drug 2: CC1=C2C(C(=O)C3(C(CC4C(C3C(C(C2(C)C)(CC1OC(=O)C(C(C5=CC=CC=C5)NC(=O)C6=CC=CC=C6)O)O)OC(=O)C7=CC=CC=C7)(CO4)OC(=O)C)O)C)OC(=O)C. Cell line: SNB-75. Synergy scores: CSS=29.2, Synergy_ZIP=-7.86, Synergy_Bliss=-1.65, Synergy_Loewe=-13.8, Synergy_HSA=-2.51. (4) Drug 1: C1=CC(=C2C(=C1NCCNCCO)C(=O)C3=C(C=CC(=C3C2=O)O)O)NCCNCCO. Drug 2: C1=CC(=CC=C1CC(C(=O)O)N)N(CCCl)CCCl.Cl. Cell line: HCT-15. Synergy scores: CSS=67.6, Synergy_ZIP=-0.854, Synergy_Bliss=4.49, Synergy_Loewe=-8.55, Synergy_HSA=5.18. (5) Drug 1: CN(C)C1=NC(=NC(=N1)N(C)C)N(C)C. Drug 2: COC1=C2C(=CC3=C1OC=C3)C=CC(=O)O2. Cell line: HOP-62. Synergy scores: CSS=-7.94, Synergy_ZIP=0.899, Synergy_Bliss=-6.96, Synergy_Loewe=-9.00, Synergy_HSA=-11.9. (6) Drug 1: CN1CCC(CC1)COC2=C(C=C3C(=C2)N=CN=C3NC4=C(C=C(C=C4)Br)F)OC. Drug 2: CNC(=O)C1=CC=CC=C1SC2=CC3=C(C=C2)C(=NN3)C=CC4=CC=CC=N4. Cell line: SK-MEL-28. Synergy scores: CSS=9.19, Synergy_ZIP=4.14, Synergy_Bliss=12.1, Synergy_Loewe=5.97, Synergy_HSA=7.12. (7) Drug 1: CCCS(=O)(=O)NC1=C(C(=C(C=C1)F)C(=O)C2=CNC3=C2C=C(C=N3)C4=CC=C(C=C4)Cl)F. Drug 2: COC1=C(C=C2C(=C1)N=CN=C2NC3=CC(=C(C=C3)F)Cl)OCCCN4CCOCC4. Cell line: 786-0. Synergy scores: CSS=50.7, Synergy_ZIP=12.7, Synergy_Bliss=13.7, Synergy_Loewe=12.7, Synergy_HSA=14.8.